This data is from Reaction yield outcomes from USPTO patents with 853,638 reactions. The task is: Predict the reaction yield, written as a fraction of the theoretical maximum amount of product (1.0 means a 100% yield; for example, 0.34 means a 34% yield). (1) The catalyst is C(Cl)(Cl)Cl. The reactants are [Cl:1][C:2]1[CH:7]=[CH:6][C:5]([CH2:8]O)=[CH:4][C:3]=1[C:10]1[N:15]=[C:14]([O:16][CH3:17])[N:13]=[C:12]([C:18]2[CH:23]=[CH:22][CH:21]=[CH:20][CH:19]=2)[N:11]=1.C1(P(C2C=CC=CC=2)C2C=CC=CC=2)C=CC=CC=1.C(Br)(Br)(Br)[Br:44]. The product is [Br:44][CH2:8][C:5]1[CH:6]=[CH:7][C:2]([Cl:1])=[C:3]([C:10]2[N:15]=[C:14]([O:16][CH3:17])[N:13]=[C:12]([C:18]3[CH:23]=[CH:22][CH:21]=[CH:20][CH:19]=3)[N:11]=2)[CH:4]=1. The yield is 0.870. (2) The reactants are Br.[OH:2][C:3]1[CH:25]=[CH:24][C:6]([O:7][CH2:8][CH2:9][CH2:10][N:11]2[CH2:16][CH2:15][C:14]([C:18]3[CH:23]=[CH:22][CH:21]=[CH:20][CH:19]=3)([OH:17])[CH2:13][CH2:12]2)=[CH:5][CH:4]=1.BrCC[CH2:29][O:30][C:31]1[CH:36]=[CH:35][CH:34]=[CH:33][C:32]=1O.OC1(C2C=CC=CC=2)CC[NH:42]CC1. The catalyst is CC#N. The product is [O:30]1[C:31]2[CH:36]=[CH:35][CH:34]=[CH:33][C:32]=2[N:42]=[C:29]1[O:2][C:3]1[CH:4]=[CH:5][C:6]([O:7][CH2:8][CH2:9][CH2:10][N:11]2[CH2:12][CH2:13][C:14]([C:18]3[CH:23]=[CH:22][CH:21]=[CH:20][CH:19]=3)([OH:17])[CH2:15][CH2:16]2)=[CH:24][CH:25]=1. The yield is 0.910. (3) The reactants are [CH3:1][O:2][C:3]1[CH:13]=[CH:12][C:6]2[NH:7][C:8](=[O:11])[CH2:9][O:10][C:5]=2[CH:4]=1.[N+:14]([O-])([OH:16])=[O:15]. The catalyst is CC(O)=O. The product is [CH3:1][O:2][C:3]1[C:13]([N+:14]([O-:16])=[O:15])=[CH:12][C:6]2[NH:7][C:8](=[O:11])[CH2:9][O:10][C:5]=2[CH:4]=1. The yield is 0.590.